Task: Regression. Given two drug SMILES strings and cell line genomic features, predict the synergy score measuring deviation from expected non-interaction effect.. Dataset: Merck oncology drug combination screen with 23,052 pairs across 39 cell lines (1) Drug 1: COc1cc(C2c3cc4c(cc3C(OC3OC5COC(C)OC5C(O)C3O)C3COC(=O)C23)OCO4)cc(OC)c1O. Drug 2: COC1CC2CCC(C)C(O)(O2)C(=O)C(=O)N2CCCCC2C(=O)OC(C(C)CC2CCC(OP(C)(C)=O)C(OC)C2)CC(=O)C(C)C=C(C)C(O)C(OC)C(=O)C(C)CC(C)C=CC=CC=C1C. Cell line: DLD1. Synergy scores: synergy=-0.353. (2) Drug 1: CCN(CC)CCNC(=O)c1c(C)[nH]c(C=C2C(=O)Nc3ccc(F)cc32)c1C. Drug 2: Cc1nc(Nc2ncc(C(=O)Nc3c(C)cccc3Cl)s2)cc(N2CCN(CCO)CC2)n1. Cell line: MDAMB436. Synergy scores: synergy=24.7. (3) Drug 1: O=P1(N(CCCl)CCCl)NCCCO1. Drug 2: C=CCn1c(=O)c2cnc(Nc3ccc(N4CCN(C)CC4)cc3)nc2n1-c1cccc(C(C)(C)O)n1. Cell line: OCUBM. Synergy scores: synergy=4.18. (4) Drug 1: CCC1=CC2CN(C1)Cc1c([nH]c3ccccc13)C(C(=O)OC)(c1cc3c(cc1OC)N(C)C1C(O)(C(=O)OC)C(OC(C)=O)C4(CC)C=CCN5CCC31C54)C2. Drug 2: NC(=O)c1cccc2cn(-c3ccc(C4CCCNC4)cc3)nc12. Cell line: T47D. Synergy scores: synergy=-30.5. (5) Drug 1: CCC1=CC2CN(C1)Cc1c([nH]c3ccccc13)C(C(=O)OC)(c1cc3c(cc1OC)N(C)C1C(O)(C(=O)OC)C(OC(C)=O)C4(CC)C=CCN5CCC31C54)C2. Drug 2: C#Cc1cccc(Nc2ncnc3cc(OCCOC)c(OCCOC)cc23)c1. Cell line: COLO320DM. Synergy scores: synergy=32.5. (6) Drug 1: N#Cc1ccc(Cn2cncc2CN2CCN(c3cccc(Cl)c3)C(=O)C2)cc1. Drug 2: Cn1nnc2c(C(N)=O)ncn2c1=O. Cell line: ZR751. Synergy scores: synergy=-29.4. (7) Drug 1: Cn1nnc2c(C(N)=O)ncn2c1=O. Drug 2: Cn1c(=O)n(-c2ccc(C(C)(C)C#N)cc2)c2c3cc(-c4cnc5ccccc5c4)ccc3ncc21. Cell line: HT29. Synergy scores: synergy=20.7. (8) Drug 1: Cn1nnc2c(C(N)=O)ncn2c1=O. Drug 2: COC1=C2CC(C)CC(OC)C(O)C(C)C=C(C)C(OC(N)=O)C(OC)C=CC=C(C)C(=O)NC(=CC1=O)C2=O. Cell line: VCAP. Synergy scores: synergy=-40.6.